From a dataset of NCI-60 drug combinations with 297,098 pairs across 59 cell lines. Regression. Given two drug SMILES strings and cell line genomic features, predict the synergy score measuring deviation from expected non-interaction effect. (1) Drug 1: C1CN1C2=NC(=NC(=N2)N3CC3)N4CC4. Drug 2: C1=C(C(=O)NC(=O)N1)F. Cell line: NCI-H460. Synergy scores: CSS=72.7, Synergy_ZIP=-1.73, Synergy_Bliss=-3.08, Synergy_Loewe=-1.43, Synergy_HSA=0.816. (2) Drug 1: CC12CCC3C(C1CCC2O)C(CC4=C3C=CC(=C4)O)CCCCCCCCCS(=O)CCCC(C(F)(F)F)(F)F. Drug 2: C1=CN(C=N1)CC(O)(P(=O)(O)O)P(=O)(O)O. Cell line: MALME-3M. Synergy scores: CSS=2.54, Synergy_ZIP=-0.131, Synergy_Bliss=-0.279, Synergy_Loewe=-2.50, Synergy_HSA=-2.40. (3) Drug 1: CC12CCC3C(C1CCC2=O)CC(=C)C4=CC(=O)C=CC34C. Drug 2: CC1=CC=C(C=C1)C2=CC(=NN2C3=CC=C(C=C3)S(=O)(=O)N)C(F)(F)F. Cell line: NCI/ADR-RES. Synergy scores: CSS=31.2, Synergy_ZIP=-1.10, Synergy_Bliss=-1.19, Synergy_Loewe=-0.262, Synergy_HSA=-0.303. (4) Drug 1: CC1=C2C(C(=O)C3(C(CC4C(C3C(C(C2(C)C)(CC1OC(=O)C(C(C5=CC=CC=C5)NC(=O)OC(C)(C)C)O)O)OC(=O)C6=CC=CC=C6)(CO4)OC(=O)C)O)C)O. Drug 2: CC(C)NC(=O)C1=CC=C(C=C1)CNNC.Cl. Cell line: UACC-257. Synergy scores: CSS=6.93, Synergy_ZIP=0.305, Synergy_Bliss=5.52, Synergy_Loewe=2.35, Synergy_HSA=3.20. (5) Drug 1: CCC(=C(C1=CC=CC=C1)C2=CC=C(C=C2)OCCN(C)C)C3=CC=CC=C3.C(C(=O)O)C(CC(=O)O)(C(=O)O)O. Drug 2: CC1C(C(CC(O1)OC2CC(CC3=C2C(=C4C(=C3O)C(=O)C5=C(C4=O)C(=CC=C5)OC)O)(C(=O)CO)O)N)O.Cl. Cell line: RPMI-8226. Synergy scores: CSS=34.4, Synergy_ZIP=0.966, Synergy_Bliss=-0.754, Synergy_Loewe=-30.3, Synergy_HSA=-1.69. (6) Drug 1: CC1=C(C=C(C=C1)NC2=NC=CC(=N2)N(C)C3=CC4=NN(C(=C4C=C3)C)C)S(=O)(=O)N.Cl. Drug 2: C1=CC=C(C=C1)NC(=O)CCCCCCC(=O)NO. Cell line: A498. Synergy scores: CSS=-1.15, Synergy_ZIP=-0.0558, Synergy_Bliss=1.26, Synergy_Loewe=-8.01, Synergy_HSA=-2.10. (7) Drug 2: CC1C(C(CC(O1)OC2CC(OC(C2O)C)OC3=CC4=CC5=C(C(=O)C(C(C5)C(C(=O)C(C(C)O)O)OC)OC6CC(C(C(O6)C)O)OC7CC(C(C(O7)C)O)OC8CC(C(C(O8)C)O)(C)O)C(=C4C(=C3C)O)O)O)O. Drug 1: C1C(C(OC1N2C=C(C(=O)NC2=O)F)CO)O. Cell line: TK-10. Synergy scores: CSS=36.0, Synergy_ZIP=-6.30, Synergy_Bliss=-3.36, Synergy_Loewe=-9.64, Synergy_HSA=-0.330. (8) Drug 1: CNC(=O)C1=CC=CC=C1SC2=CC3=C(C=C2)C(=NN3)C=CC4=CC=CC=N4. Synergy scores: CSS=1.16, Synergy_ZIP=-0.398, Synergy_Bliss=-3.37, Synergy_Loewe=-11.6, Synergy_HSA=-6.18. Cell line: EKVX. Drug 2: CS(=O)(=O)OCCCCOS(=O)(=O)C.